Dataset: Forward reaction prediction with 1.9M reactions from USPTO patents (1976-2016). Task: Predict the product of the given reaction. Given the reactants C[Mg+].[Br-].[F:4][C:5]([F:15])([F:14])[C:6]1[CH:13]=[CH:12][C:9](C#N)=[CH:8][N:7]=1.CC[O:18][CH2:19][CH3:20], predict the reaction product. The product is: [F:4][C:5]([F:15])([F:14])[C:6]1[N:7]=[CH:8][C:9]([C:19](=[O:18])[CH3:20])=[CH:12][CH:13]=1.